From a dataset of Full USPTO retrosynthesis dataset with 1.9M reactions from patents (1976-2016). Predict the reactants needed to synthesize the given product. (1) Given the product [F:1][C:2]1[CH:25]=[C:24]([N+:26]([O-:28])=[O:27])[CH:23]=[CH:22][C:3]=1[O:4][C:5]1[CH:10]=[CH:9][N:8]=[C:7]2[CH:11]=[C:12]([C:14]3[CH:15]=[CH:16][C:17]([CH2:18][NH:42][CH2:41][CH2:40][O:39][CH2:38][CH2:37][O:36][CH2:35][CH2:34][O:33][CH3:32])=[CH:20][CH:21]=3)[S:13][C:6]=12, predict the reactants needed to synthesize it. The reactants are: [F:1][C:2]1[CH:25]=[C:24]([N+:26]([O-:28])=[O:27])[CH:23]=[CH:22][C:3]=1[O:4][C:5]1[CH:10]=[CH:9][N:8]=[C:7]2[CH:11]=[C:12]([C:14]3[CH:21]=[CH:20][C:17]([CH:18]=O)=[CH:16][CH:15]=3)[S:13][C:6]=12.COC[CH2:32][O:33][CH2:34][CH2:35][O:36][CH2:37][CH2:38][O:39][CH2:40][CH2:41][NH2:42].C(O)(=O)C.C(O[BH-](OC(=O)C)OC(=O)C)(=O)C.[Na+]. (2) Given the product [ClH:36].[O:24]1[C:33]2[CH:32]=[C:31]([CH2:34][NH:1][C@H:2]3[CH2:7][CH2:6][N:5]([CH2:8][CH:9]4[C:13]5=[C:14]([F:22])[CH:15]=[N:16][C:17]6[CH:18]=[CH:19][C:20](=[O:21])[N:11]([C:12]=65)[CH2:10]4)[CH2:4][C@H:3]3[F:23])[N:30]=[CH:29][C:28]=2[O:27][CH2:26][CH2:25]1, predict the reactants needed to synthesize it. The reactants are: [NH2:1][C@H:2]1[CH2:7][CH2:6][N:5]([CH2:8][CH:9]2[C:13]3=[C:14]([F:22])[CH:15]=[N:16][C:17]4[CH:18]=[CH:19][C:20](=[O:21])[N:11]([C:12]=43)[CH2:10]2)[CH2:4][C@H:3]1[F:23].[O:24]1[C:33]2[CH:32]=[C:31]([CH:34]=O)[N:30]=[CH:29][C:28]=2[O:27][CH2:26][CH2:25]1.[Cl:36]CCl.CO. (3) Given the product [Cl:2][C:3]1[CH:4]=[C:5]([CH:11]=[CH:12][CH:13]=1)[C:6](=[NH:10])[NH2:14], predict the reactants needed to synthesize it. The reactants are: Cl.[Cl:2][C:3]1[CH:4]=[C:5]([CH:11]=[CH:12][CH:13]=1)[C:6](=[NH:10])OCC.[NH3:14]. (4) The reactants are: CCN(CC)CC.[CH2:8]([CH:11]([CH2:15][CH2:16][CH3:17])[C:12]([OH:14])=O)[CH2:9][CH3:10].CN(C(ON1N=NC2C=CC=NC1=2)=[N+](C)C)C.F[P-](F)(F)(F)(F)F.[Br:42][C:43]1[CH:44]=[C:45]([CH:47]=[CH:48][CH:49]=1)[NH2:46]. Given the product [Br:42][C:43]1[CH:44]=[C:45]([NH:46][C:12](=[O:14])[CH:11]([CH2:8][CH2:9][CH3:10])[CH2:15][CH2:16][CH3:17])[CH:47]=[CH:48][CH:49]=1, predict the reactants needed to synthesize it. (5) The reactants are: [F:1][C:2]1[CH:3]=[C:4]([CH:6]=[CH:7][C:8]=1[Br:9])[NH2:5].[C:10]([O-])(O)=[O:11].[Na+].ClC(Cl)(OC(=O)OC(Cl)(Cl)Cl)Cl. Given the product [F:1][C:2]1[CH:3]=[C:4]([N:5]=[C:10]=[O:11])[CH:6]=[CH:7][C:8]=1[Br:9], predict the reactants needed to synthesize it. (6) The reactants are: [OH:1][N:2]=[C:3]([C:5]1[CH:13]=[CH:12][C:11]2[NH:10][C:9]3[CH:14]([CH2:17][C:18]([O:20][CH2:21][CH3:22])=[O:19])[CH2:15][CH2:16][C:8]=3[C:7]=2[CH:6]=1)[NH2:4].[C:23]([C:25]1[CH:26]=[C:27]([CH:31]=[CH:32][C:33]=1[F:34])[C:28](Cl)=O)#[N:24]. Given the product [C:23]([C:25]1[CH:26]=[C:27]([C:28]2[O:1][N:2]=[C:3]([C:5]3[CH:13]=[CH:12][C:11]4[NH:10][C:9]5[CH:14]([CH2:17][C:18]([O:20][CH2:21][CH3:22])=[O:19])[CH2:15][CH2:16][C:8]=5[C:7]=4[CH:6]=3)[N:4]=2)[CH:31]=[CH:32][C:33]=1[F:34])#[N:24], predict the reactants needed to synthesize it. (7) Given the product [C:1]([O:5][C:6]([N:8]1[CH2:9][CH2:10][C:11]2([CH2:22][C:21](=[O:23])[C:20]3[C:15](=[CH:16][CH:17]=[C:18]([C:34]4[CH:35]=[N:36][CH:37]=[C:38]([CH:42]=4)[C:39]([NH2:41])=[O:40])[CH:19]=3)[O:14]2)[CH2:12][CH2:13]1)=[O:7])([CH3:2])([CH3:3])[CH3:4], predict the reactants needed to synthesize it. The reactants are: [C:1]([O:5][C:6]([N:8]1[CH2:13][CH2:12][C:11]2([CH2:22][C:21](=[O:23])[C:20]3[C:15](=[CH:16][CH:17]=[C:18](B4OC(C)(C)C(C)(C)O4)[CH:19]=3)[O:14]2)[CH2:10][CH2:9]1)=[O:7])([CH3:4])([CH3:3])[CH3:2].Br[C:34]1[CH:35]=[N:36][CH:37]=[C:38]([CH:42]=1)[C:39]([NH2:41])=[O:40].C([O-])([O-])=O.[Na+].[Na+].